From a dataset of Full USPTO retrosynthesis dataset with 1.9M reactions from patents (1976-2016). Predict the reactants needed to synthesize the given product. (1) Given the product [C:22]([C:19]1[CH:20]=[CH:21][C:16]([N:5]2[CH2:6][C@@H:1]3[CH2:7][C@H:4]2[CH2:3][N:2]3[C:8]([O:10][C:11]([CH3:14])([CH3:13])[CH3:12])=[O:9])=[CH:17][C:18]=1[CH3:25])(=[O:24])[CH3:23], predict the reactants needed to synthesize it. The reactants are: [C@H:1]12[CH2:7][C@H:4]([NH:5][CH2:6]1)[CH2:3][N:2]2[C:8]([O:10][C:11]([CH3:14])([CH3:13])[CH3:12])=[O:9].F[C:16]1[CH:21]=[CH:20][C:19]([C:22](=[O:24])[CH3:23])=[C:18]([CH3:25])[CH:17]=1.C(N(C(C)C)C(C)C)C.C(OC(OC(C)(C)C)=O)(OC(C)(C)C)=O. (2) Given the product [CH3:30][S:27]([C:24]1[CH:23]=[CH:22][C:21]([CH2:20][CH2:19][C:16]2[CH:17]=[CH:18][C:13]([C:9]3[C:8]([NH2:7])=[CH:12][O:11][N:10]=3)=[CH:14][CH:15]=2)=[CH:26][CH:25]=1)(=[O:28])=[O:29], predict the reactants needed to synthesize it. The reactants are: C(OC(=O)[NH:7][C:8]1[C:9]([C:13]2[CH:18]=[CH:17][C:16]([CH2:19][CH2:20][C:21]3[CH:26]=[CH:25][C:24]([S:27]([CH3:30])(=[O:29])=[O:28])=[CH:23][CH:22]=3)=[CH:15][CH:14]=2)=[N:10][O:11][CH:12]=1)(C)(C)C.Cl.